Dataset: Reaction yield outcomes from USPTO patents with 853,638 reactions. Task: Predict the reaction yield, written as a fraction of the theoretical maximum amount of product (1.0 means a 100% yield; for example, 0.34 means a 34% yield). (1) The reactants are [BH4-].[Na+].[Br:3][C:4]1[CH:8]=[C:7]([Br:9])[S:6][C:5]=1[C:10](=[O:16])[C:11]([O:13][CH2:14][CH3:15])=[O:12]. The catalyst is O1CCCC1.Cl. The product is [Br:3][C:4]1[CH:8]=[C:7]([Br:9])[S:6][C:5]=1[CH:10]([OH:16])[C:11]([O:13][CH2:14][CH3:15])=[O:12]. The yield is 0.750. (2) The reactants are [F:1][C:2]([F:25])([F:24])[C:3]1[CH:23]=[CH:22][C:6]([CH2:7][O:8][N:9]=[C:10]([C:12]2[CH:21]=[CH:20][C:15]([O:16][CH2:17][C:18]#[N:19])=[CH:14][CH:13]=2)[CH3:11])=[CH:5][CH:4]=1.Cl.[OH:27][NH2:28].C(=O)([O-])[O-].[K+].[K+]. The catalyst is C(O)C. The product is [OH:27][NH:28][C:18](=[NH:19])[CH2:17][O:16][C:15]1[CH:14]=[CH:13][C:12]([C:10](=[N:9][O:8][CH2:7][C:6]2[CH:22]=[CH:23][C:3]([C:2]([F:24])([F:25])[F:1])=[CH:4][CH:5]=2)[CH3:11])=[CH:21][CH:20]=1. The yield is 0.594. (3) The reactants are [Cl:1][C:2]1[C:10]2[C:9]3[CH2:11][N:12]([CH2:22][CH2:23][N:24]4[CH2:29][CH2:28][CH2:27][CH2:26][CH2:25]4)[C:13](=[O:21])[C@H:14]([CH2:16][C:17]([O:19]C)=[O:18])[CH2:15][C:8]=3[CH:7]=[C:6]([Cl:30])[C:5]=2[NH:4][N:3]=1.O1CCCC1.CO.O.O.[OH-].[Li+]. No catalyst specified. The product is [Cl:1][C:2]1[C:10]2[C:9]3[CH2:11][N:12]([CH2:22][CH2:23][N:24]4[CH2:25][CH2:26][CH2:27][CH2:28][CH2:29]4)[C:13](=[O:21])[C@H:14]([CH2:16][C:17]([OH:19])=[O:18])[CH2:15][C:8]=3[CH:7]=[C:6]([Cl:30])[C:5]=2[NH:4][N:3]=1. The yield is 0.500. (4) The reactants are Cl.[CH:2]1([NH:7][C:8]([NH2:10])=[NH:9])[CH2:6][CH2:5][CH2:4][CH2:3]1.[O-]CC.[Na+].[Cl:15][C:16]1[N:21]2[N:22]=[C:23]([C:30]3[CH:35]=[CH:34][C:33]([F:36])=[CH:32][CH:31]=3)[C:24]([C:25](=O)[C:26]([CH3:28])=[CH2:27])=[C:20]2[CH:19]=[CH:18][CH:17]=1. The catalyst is C(O)C.[Pd].C(OCC)(=O)C. The product is [Cl:15][C:16]1[N:21]2[N:22]=[C:23]([C:30]3[CH:31]=[CH:32][C:33]([F:36])=[CH:34][CH:35]=3)[C:24]([C:25]3[C:26]([CH3:28])=[CH:27][N:10]=[C:8]([NH:7][CH:2]4[CH2:6][CH2:5][CH2:4][CH2:3]4)[N:9]=3)=[C:20]2[CH:19]=[CH:18][CH:17]=1. The yield is 0.430.